Task: Regression/Classification. Given a drug SMILES string, predict its absorption, distribution, metabolism, or excretion properties. Task type varies by dataset: regression for continuous measurements (e.g., permeability, clearance, half-life) or binary classification for categorical outcomes (e.g., BBB penetration, CYP inhibition). Dataset: hlm.. Dataset: Human liver microsome stability data (1) The compound is NCc1ccc(-c2cccnc2)o1. The result is 0 (unstable in human liver microsomes). (2) The compound is O=S(=O)(NCc1ccc(-c2ccc(F)nc2F)cc1)c1cc2cc(Cl)ccc2[nH]1. The result is 0 (unstable in human liver microsomes).